From a dataset of Reaction yield outcomes from USPTO patents with 853,638 reactions. Predict the reaction yield, written as a fraction of the theoretical maximum amount of product (1.0 means a 100% yield; for example, 0.34 means a 34% yield). The reactants are [F:1][C:2]([F:35])([F:34])[C:3]1[CH:4]=[C:5]([C:13]([CH3:33])([CH3:32])[C:14]([N:16]([C:18]2[CH:19]=[N:20][C:21](Cl)=[CH:22][C:23]=2[C:24]2[CH:29]=[CH:28][C:27]([F:30])=[CH:26][CH:25]=2)[CH3:17])=[O:15])[CH:6]=[C:7]([C:9]([F:12])([F:11])[F:10])[CH:8]=1.[CH3:36][NH:37][CH2:38][CH2:39][OH:40]. No catalyst specified. The product is [F:1][C:2]([F:35])([F:34])[C:3]1[CH:4]=[C:5]([C:13]([CH3:33])([CH3:32])[C:14]([N:16]([C:18]2[CH:19]=[N:20][C:21]([N:37]([CH2:38][CH2:39][OH:40])[CH3:36])=[CH:22][C:23]=2[C:24]2[CH:29]=[CH:28][C:27]([F:30])=[CH:26][CH:25]=2)[CH3:17])=[O:15])[CH:6]=[C:7]([C:9]([F:12])([F:11])[F:10])[CH:8]=1. The yield is 0.780.